Dataset: Catalyst prediction with 721,799 reactions and 888 catalyst types from USPTO. Task: Predict which catalyst facilitates the given reaction. (1) Reactant: Cl[C:2]1[N:3]=[C:4]([NH:11][C:12]2[CH:17]=[CH:16][C:15]([O:18][CH3:19])=[C:14]([O:20][CH3:21])[CH:13]=2)[C:5]2[N:10]=[CH:9][S:8][C:6]=2[N:7]=1.[OH:22][CH2:23][C:24]1[CH:25]=[C:26](B(O)O)[CH:27]=[CH:28][CH:29]=1.CC(C1C=C(C(C)C)C(C2C=CC=CC=2P(C2CCCCC2)C2CCCCC2)=C(C(C)C)C=1)C.C([O-])([O-])=O.[Na+].[Na+]. Product: [CH3:21][O:20][C:14]1[CH:13]=[C:12]([NH:11][C:4]2[C:5]3[N:10]=[CH:9][S:8][C:6]=3[N:7]=[C:2]([C:28]3[CH:29]=[C:24]([CH2:23][OH:22])[CH:25]=[CH:26][CH:27]=3)[N:3]=2)[CH:17]=[CH:16][C:15]=1[O:18][CH3:19]. The catalyst class is: 333. (2) Reactant: [CH3:1][O:2][C:3]1[CH:4]=[CH:5][C:6]2[CH2:12][C:11](=[O:13])[CH2:10][CH2:9][CH2:8][C:7]=2[CH:14]=1.[CH3:15][C:16]([O-])(C)C.[K+].C(I)C. Product: [CH2:15]([CH:12]1[C:6]2[CH:5]=[CH:4][C:3]([O:2][CH3:1])=[CH:14][C:7]=2[CH2:8][CH2:9][CH2:10][C:11]1=[O:13])[CH3:16]. The catalyst class is: 218.